This data is from Full USPTO retrosynthesis dataset with 1.9M reactions from patents (1976-2016). The task is: Predict the reactants needed to synthesize the given product. (1) Given the product [F:1][C:2]1[CH:3]=[CH:4][C:5]([OH:33])=[C:6]([C:8]([CH3:31])([CH3:32])[CH2:9][C:10]([OH:30])([C:26]([F:28])([F:27])[F:29])[CH2:11][NH:12][C:13]2[CH:22]=[CH:21][CH:20]=[C:19]3[C:14]=2[CH:15]=[CH:16][C:17]([C:23]([NH2:25])=[O:24])=[N:18]3)[CH:7]=1, predict the reactants needed to synthesize it. The reactants are: [F:1][C:2]1[CH:3]=[CH:4][C:5]([O:33]C)=[C:6]([C:8]([CH3:32])([CH3:31])[CH2:9][C:10]([OH:30])([C:26]([F:29])([F:28])[F:27])[CH2:11][NH:12][C:13]2[CH:22]=[CH:21][CH:20]=[C:19]3[C:14]=2[CH:15]=[CH:16][C:17]([C:23]([NH2:25])=[O:24])=[N:18]3)[CH:7]=1.B(Br)(Br)Br.CO. (2) Given the product [CH3:1][N:2]1[CH2:22][CH2:21][C:5]2[N:6]([CH2:14][CH2:15][C:16]([OH:18])=[O:17])[C:7]3[CH:8]=[CH:9][C:10]([CH3:13])=[CH:11][C:12]=3[C:4]=2[CH2:3]1, predict the reactants needed to synthesize it. The reactants are: [CH3:1][N:2]1[CH2:22][CH2:21][C:5]2[N:6]([CH2:14][CH2:15][C:16]([O:18]CC)=[O:17])[C:7]3[CH:8]=[CH:9][C:10]([CH3:13])=[CH:11][C:12]=3[C:4]=2[CH2:3]1.[OH-].[Na+].Cl. (3) Given the product [Cl:28][C:6]1[CH:5]=[C:4]2[C:9]([C:10]([N:12]3[CH2:13][CH2:14][N:15]([C:18]([NH:20][C:21]4[CH:26]=[CH:25][C:24]([F:27])=[CH:23][CH:22]=4)=[O:19])[CH2:16][CH2:17]3)=[CH:11][C:2]([NH:1][C:36]([NH:35][C:29]3[CH:34]=[CH:33][CH:32]=[CH:31][CH:30]=3)=[O:37])=[N:3]2)=[CH:8][CH:7]=1, predict the reactants needed to synthesize it. The reactants are: [NH2:1][C:2]1[CH:11]=[C:10]([N:12]2[CH2:17][CH2:16][N:15]([C:18]([NH:20][C:21]3[CH:26]=[CH:25][C:24]([F:27])=[CH:23][CH:22]=3)=[O:19])[CH2:14][CH2:13]2)[C:9]2[C:4](=[CH:5][C:6]([Cl:28])=[CH:7][CH:8]=2)[N:3]=1.[C:29]1([N:35]=[C:36]=[O:37])[CH:34]=[CH:33][CH:32]=[CH:31][CH:30]=1. (4) Given the product [F:44][C:31]1[CH:30]=[C:29]([N:25]2[CH2:24][C@H:23]([CH2:22][N:20]3[CH:21]=[C:17]([CH2:16][F:15])[N:18]=[N:19]3)[O:27][C:26]2=[O:28])[CH:34]=[CH:33][C:32]=1[C:2]1[CH:7]=[N:6][C:5]([C:8]2[CH2:12][C@@H:11]([CH2:13][OH:14])[O:10][N:9]=2)=[CH:4][CH:3]=1, predict the reactants needed to synthesize it. The reactants are: Br[C:2]1[CH:3]=[CH:4][C:5]([C:8]2[CH2:12][C@@H:11]([CH2:13][OH:14])[O:10][N:9]=2)=[N:6][CH:7]=1.[F:15][CH2:16][C:17]1[N:18]=[N:19][N:20]([CH2:22][C@@H:23]2[O:27][C:26](=[O:28])[N:25]([C:29]3[CH:34]=[CH:33][C:32](B4OC(C)(C)C(C)(C)O4)=[C:31]([F:44])[CH:30]=3)[CH2:24]2)[CH:21]=1.C(=O)([O-])[O-].[K+].[K+].